From a dataset of Peptide-MHC class I binding affinity with 185,985 pairs from IEDB/IMGT. Regression. Given a peptide amino acid sequence and an MHC pseudo amino acid sequence, predict their binding affinity value. This is MHC class I binding data. The peptide sequence is RRYTRRISL. The binding affinity (normalized) is 0.319. The MHC is HLA-B39:01 with pseudo-sequence HLA-B39:01.